This data is from Forward reaction prediction with 1.9M reactions from USPTO patents (1976-2016). The task is: Predict the product of the given reaction. (1) Given the reactants [C:1]([O:7][CH2:8][N:9]=[N+:10]=[N-:11])(=[O:6])[C:2]([CH3:5])([CH3:4])[CH3:3].O.C(O)CCC.[CH2:18]([O:21][C:22]1[CH:23]=[CH:24][C:25]([N:28]2[CH:32]=[N:31][N:30]=[N:29]2)=[N:26][CH:27]=1)[C:19]#[CH:20].O=C1O[C@H]([C@H](CO)O)C([O-])=C1O.[Na+], predict the reaction product. The product is: [C:1]([O:7][CH2:8][N:9]1[CH:20]=[C:19]([CH2:18][O:21][C:22]2[CH:27]=[N:26][C:25]([N:28]3[CH:32]=[N:31][N:30]=[N:29]3)=[CH:24][CH:23]=2)[N:11]=[N:10]1)(=[O:6])[C:2]([CH3:5])([CH3:4])[CH3:3]. (2) Given the reactants [C:1]([O:6][N:7]1[C:11](=[O:12])[CH2:10][CH2:9][C:8]1=[O:13])(=[O:5])[C:2]([CH3:4])=[CH2:3].[CH:14]([NH:17][C:18](=[O:22])[C:19]([CH3:21])=[CH2:20])([CH3:16])[CH3:15], predict the reaction product. The product is: [C:1]([O:6][N:7]1[C:11](=[O:12])[CH2:10][CH2:9][C:8]1=[O:13])(=[O:5])[C:2]([CH3:4])=[CH2:3].[CH:14]([NH:17][C:18](=[O:22])[C:19]([CH3:21])=[CH2:20])([CH3:16])[CH3:15]. (3) The product is: [F:11][C:4]([F:3])([F:10])[C:5](=[O:7])[CH2:13][C:12]#[N:14]. Given the reactants [H-].[Na+].[F:3][C:4]([F:11])([F:10])[C:5]([O:7]CC)=O.[C:12](#[N:14])[CH3:13], predict the reaction product. (4) Given the reactants [C:1]([C:4]1[CH:15]=[CH:14][C:7]([O:8][CH2:9][C:10]([O:12][CH3:13])=[O:11])=[C:6]([C:16]2[CH:21]=[CH:20][CH:19]=[C:18]([C:22]([F:25])([F:24])[F:23])[CH:17]=2)[CH:5]=1)(=O)[CH3:2].Cl.CN.[C:29]([BH3-])#[N:30].[Na+], predict the reaction product. The product is: [F:23][C:22]([F:25])([F:24])[C:18]1[CH:17]=[C:16]([C:6]2[CH:5]=[C:4]([CH:1]([NH:30][CH3:29])[CH3:2])[CH:15]=[CH:14][C:7]=2[O:8][CH2:9][C:10]([O:12][CH3:13])=[O:11])[CH:21]=[CH:20][CH:19]=1. (5) Given the reactants [CH2:1]([S:8][S:9][CH2:10][CH2:11][C@H:12]([NH2:16])[C:13]([OH:15])=[O:14])[CH2:2][C@H:3]([NH2:7])[C:4]([OH:6])=[O:5].[OH-].[Na+].[CH2:19]([O:26][C:27](Cl)=[O:28])[C:20]1[CH:25]=[CH:24][CH:23]=[CH:22][CH:21]=1.O, predict the reaction product. The product is: [CH2:19]([O:26][C:27]([CH:1]([S:8][S:9][CH2:10][CH2:11][C@H:12]([NH2:16])[C:13]([OH:15])=[O:14])[CH2:2][C@H:3]([NH2:7])[C:4]([OH:6])=[O:5])=[O:28])[C:20]1[CH:25]=[CH:24][CH:23]=[CH:22][CH:21]=1. (6) Given the reactants [Br:1][C:2]1[CH:7]=[CH:6][C:5]([Cl:8])=[C:4]([CH2:9][C:10]2[CH:15]=[CH:14][C:13]([CH2:16][CH2:17][CH2:18][O:19][CH:20]=[CH2:21])=[CH:12][CH:11]=2)[CH:3]=1.[Zn](CC)[CH2:23]C.ICI, predict the reaction product. The product is: [Br:1][C:2]1[CH:7]=[CH:6][C:5]([Cl:8])=[C:4]([CH2:9][C:10]2[CH:15]=[CH:14][C:13]([CH2:16][CH2:17][CH2:18][O:19][CH:20]3[CH2:23][CH2:21]3)=[CH:12][CH:11]=2)[CH:3]=1. (7) Given the reactants [OH:1][CH2:2][C@@H:3]([NH:21][CH2:22][C@H:23]([OH:33])[CH2:24][O:25][C:26]1[CH:31]=[CH:30][C:29]([OH:32])=[CH:28][CH:27]=1)[CH2:4][C:5]1[CH:20]=[CH:19][C:8]([O:9][C:10]2[N:18]=[CH:17][CH:16]=[CH:15][C:11]=2[C:12]([NH2:14])=[O:13])=[CH:7][CH:6]=1.[ClH:34], predict the reaction product. The product is: [ClH:34].[ClH:34].[OH:1][CH2:2][C@@H:3]([NH:21][CH2:22][C@H:23]([OH:33])[CH2:24][O:25][C:26]1[CH:27]=[CH:28][C:29]([OH:32])=[CH:30][CH:31]=1)[CH2:4][C:5]1[CH:6]=[CH:7][C:8]([O:9][C:10]2[N:18]=[CH:17][CH:16]=[CH:15][C:11]=2[C:12]([NH2:14])=[O:13])=[CH:19][CH:20]=1. (8) Given the reactants [NH:1]1[C:5]([C:6]2[CH:33]=[C:9]3[N:10]=[CH:11][CH:12]=[C:13]([C:14]4[CH:15]=[C:16]([NH:20][C:21](=[O:32])[C:22]5[CH:27]=[CH:26][CH:25]=[C:24]([C:28]([F:31])([F:30])[F:29])[CH:23]=5)[CH:17]=[CH:18][CH:19]=4)[N:8]3[N:7]=2)=[CH:4][N:3]=[CH:2]1.[CH3:34]N1C(C(O)=O)=CN=C1, predict the reaction product. The product is: [CH3:34][N:1]1[C:5]([C:6]2[CH:33]=[C:9]3[N:10]=[CH:11][CH:12]=[C:13]([C:14]4[CH:15]=[C:16]([NH:20][C:21](=[O:32])[C:22]5[CH:27]=[CH:26][CH:25]=[C:24]([C:28]([F:31])([F:29])[F:30])[CH:23]=5)[CH:17]=[CH:18][CH:19]=4)[N:8]3[N:7]=2)=[CH:4][N:3]=[CH:2]1. (9) Given the reactants C(OC(=O)[NH:7][C:8]1[CH:13]=[CH:12][C:11]([F:14])=[CH:10][C:9]=1[NH:15][C:16](=[O:32])[CH2:17][C:18](=O)[C:19]1[CH:24]=[CH:23][CH:22]=[C:21]([C:25]2[CH:30]=[CH:29][N:28]=[CH:27][CH:26]=2)[CH:20]=1)(C)(C)C.C(O)(C(F)(F)F)=O, predict the reaction product. The product is: [F:14][C:11]1[CH:12]=[CH:13][C:8]2[N:7]=[C:18]([C:19]3[CH:24]=[CH:23][CH:22]=[C:21]([C:25]4[CH:30]=[CH:29][N:28]=[CH:27][CH:26]=4)[CH:20]=3)[CH2:17][C:16](=[O:32])[NH:15][C:9]=2[CH:10]=1. (10) Given the reactants [CH3:1][O:2][C:3]1[CH:18]=[CH:17][C:6]([O:7][C:8]2[CH:9]=[C:10]3[C:14](=[CH:15][CH:16]=2)[NH:13][N:12]=[CH:11]3)=[CH:5][CH:4]=1.[H-].[Na+].F[C:22]1[CH:29]=[CH:28][C:25]([C:26]#[N:27])=[CH:24][CH:23]=1, predict the reaction product. The product is: [CH3:1][O:2][C:3]1[CH:18]=[CH:17][C:6]([O:7][C:8]2[CH:9]=[C:10]3[C:14](=[CH:15][CH:16]=2)[N:13]([C:22]2[CH:29]=[CH:28][C:25]([C:26]#[N:27])=[CH:24][CH:23]=2)[N:12]=[CH:11]3)=[CH:5][CH:4]=1.